From a dataset of Catalyst prediction with 721,799 reactions and 888 catalyst types from USPTO. Predict which catalyst facilitates the given reaction. (1) Product: [Br:1][C:2]1[CH:3]=[N:4][CH:5]=[CH:6][C:7]=1[C:8]([CH3:10])=[CH2:9]. Reactant: [Br:1][C:2]1[CH:3]=[N:4][CH:5]=[CH:6][C:7]=1[C:8](O)([CH3:10])[CH3:9].S(Cl)(Cl)=O. The catalyst class is: 17. (2) Reactant: CO.[BH4-].[Na+].[CH3:5][O:6][C:7]1[CH:8]=[CH:9][C:10]2[N:11]([N:13]=[C:14]([C:28]3[CH:33]=[CH:32][C:31]([CH3:34])=[CH:30][CH:29]=3)[C:15]=2[C:16]([C:18]2[N:23]=[C:22]([C:24]([O:26][CH3:27])=[O:25])[CH:21]=[CH:20][CH:19]=2)=[O:17])[CH:12]=1.[Cl-].[NH4+]. Product: [OH:17][CH:16]([C:15]1[C:14]([C:28]2[CH:33]=[CH:32][C:31]([CH3:34])=[CH:30][CH:29]=2)=[N:13][N:11]2[CH:12]=[C:7]([O:6][CH3:5])[CH:8]=[CH:9][C:10]=12)[C:18]1[N:23]=[C:22]([C:24]([O:26][CH3:27])=[O:25])[CH:21]=[CH:20][CH:19]=1. The catalyst class is: 4. (3) Reactant: [Br:1][C:2]1[C:3](Cl)=[N:4][CH:5]=[C:6]([CH:21]=1)[C:7]([NH:9][C:10]1[CH:15]=[CH:14][C:13]([O:16][C:17]([F:20])([F:19])[F:18])=[CH:12][CH:11]=1)=[O:8].[NH:23]1[CH2:27][CH2:26][CH2:25][CH2:24]1.CCN(C(C)C)C(C)C.Cl. Product: [Br:1][C:2]1[C:3]([N:23]2[CH2:27][CH2:26][CH2:25][CH2:24]2)=[N:4][CH:5]=[C:6]([CH:21]=1)[C:7]([NH:9][C:10]1[CH:15]=[CH:14][C:13]([O:16][C:17]([F:20])([F:19])[F:18])=[CH:12][CH:11]=1)=[O:8]. The catalyst class is: 41. (4) Reactant: [C:1]([O:5][C:6]([N:8]1[CH2:19][CH2:18][C:11]2([CH2:14][CH:13]([C:15]([OH:17])=O)[CH2:12]2)[CH2:10][CH2:9]1)=[O:7])([CH3:4])([CH3:3])[CH3:2].CCN(C(C)C)C(C)C.Cl.[CH3:30][NH:31][O:32][CH3:33].CN(C(ON1N=NC2C=CC=NC1=2)=[N+](C)C)C.F[P-](F)(F)(F)(F)F. Product: [CH3:33][O:32][N:31]([CH3:30])[C:15]([CH:13]1[CH2:14][C:11]2([CH2:18][CH2:19][N:8]([C:6]([O:5][C:1]([CH3:2])([CH3:3])[CH3:4])=[O:7])[CH2:9][CH2:10]2)[CH2:12]1)=[O:17]. The catalyst class is: 4. (5) Reactant: [NH2:1][C@H:2]1[CH:8]2[O:9][CH:5]([CH2:6][O:7]2)[C@@H:4]([O:10][CH2:11][C:12]2[CH:17]=[CH:16][CH:15]=[CH:14][CH:13]=2)[C@@H:3]1[O:18][C@H:19]([CH3:32])[C:20]([NH:22][C@H:23]([CH3:31])[CH2:24][C:25]1[CH:30]=[CH:29][CH:28]=[CH:27][CH:26]=1)=[O:21].[C:33](OC(=O)C)(=[O:35])[CH3:34]. Product: [CH2:11]([O:10][C@H:4]1[C@H:3]([O:18][C@H:19]([CH3:32])[C:20]([NH:22][C@H:23]([CH3:31])[CH2:24][C:25]2[CH:26]=[CH:27][CH:28]=[CH:29][CH:30]=2)=[O:21])[C@@H:2]([NH:1][C:33](=[O:35])[CH3:34])[CH:8]2[O:9][CH:5]1[CH2:6][O:7]2)[C:12]1[CH:13]=[CH:14][CH:15]=[CH:16][CH:17]=1. The catalyst class is: 2.